From a dataset of Full USPTO retrosynthesis dataset with 1.9M reactions from patents (1976-2016). Predict the reactants needed to synthesize the given product. The reactants are: Cl.C(OC([N:9]1[CH2:14][C@H:13]([O:15][CH2:16][C:17]2[CH:26]=[C:25]([O:27][CH3:28])[C:24]3[C:19](=[CH:20][CH:21]=[CH:22][CH:23]=3)[CH:18]=2)[C@@H:12]([C:29]2[CH:34]=[CH:33][C:32]([O:35][CH2:36][CH2:37][CH2:38][O:39][CH2:40][C:41]3[CH:46]=[CH:45][CH:44]=[CH:43][C:42]=3[O:47][CH3:48])=[CH:31][CH:30]=2)[C@H:11]([CH2:49][OH:50])[CH2:10]1)=O)(C)(C)C. Given the product [CH3:48][O:47][C:42]1[CH:43]=[CH:44][CH:45]=[CH:46][C:41]=1[CH2:40][O:39][CH2:38][CH2:37][CH2:36][O:35][C:32]1[CH:31]=[CH:30][C:29]([C@@H:12]2[C@@H:13]([O:15][CH2:16][C:17]3[CH:26]=[C:25]([O:27][CH3:28])[C:24]4[C:19](=[CH:20][CH:21]=[CH:22][CH:23]=4)[CH:18]=3)[CH2:14][NH:9][CH2:10][C@H:11]2[CH2:49][OH:50])=[CH:34][CH:33]=1, predict the reactants needed to synthesize it.